This data is from Acute oral toxicity (LD50) regression data from Zhu et al.. The task is: Regression/Classification. Given a drug SMILES string, predict its toxicity properties. Task type varies by dataset: regression for continuous values (e.g., LD50, hERG inhibition percentage) or binary classification for toxic/non-toxic outcomes (e.g., AMES mutagenicity, cardiotoxicity, hepatotoxicity). Dataset: ld50_zhu. (1) The compound is CC(c1ccccc1)c1ccccc1CCl. The rat oral LD50 is 1.69, given as -log10 of the dose in mol/kg body weight (higher means more acutely toxic). (2) The drug is CCc1cnc(C)cn1. The rat oral LD50 is 2.13, given as -log10 of the dose in mol/kg body weight (higher means more acutely toxic).